This data is from Full USPTO retrosynthesis dataset with 1.9M reactions from patents (1976-2016). The task is: Predict the reactants needed to synthesize the given product. (1) The reactants are: Br[C:2]1[CH:7]=[CH:6][C:5]([CH:8]2[N:12]([C:13]3[CH:18]=[CH:17][CH:16]=[CH:15][C:14]=3[Cl:19])[N:11]=[C:10]([C:20]([C:26]([F:29])([F:28])[F:27])([C:22]([F:25])([F:24])[F:23])[OH:21])[CH2:9]2)=[C:4]([F:30])[CH:3]=1.[CH3:31][S:32][C:33]1[CH:34]=[C:35](B(O)O)[CH:36]=[CH:37][CH:38]=1.C(=O)([O-])[O-].[K+].[K+]. Given the product [Cl:19][C:14]1[CH:15]=[CH:16][CH:17]=[CH:18][C:13]=1[N:12]1[CH:8]([C:5]2[CH:6]=[CH:7][C:2]([C:37]3[CH:36]=[CH:35][CH:34]=[C:33]([S:32][CH3:31])[CH:38]=3)=[CH:3][C:4]=2[F:30])[CH2:9][C:10]([C:20]([C:26]([F:27])([F:28])[F:29])([C:22]([F:23])([F:24])[F:25])[OH:21])=[N:11]1, predict the reactants needed to synthesize it. (2) Given the product [F:30][C:28]1[CH:29]=[CH:2][C:3]([CH2:4][N:5]2[C:9]3=[CH:10][N:11]=[C:12]([C:14]([O:16][CH3:17])=[O:15])[CH:13]=[C:8]3[C:7]([CH2:18][N:34]3[CH2:35][CH2:36][NH:31][C:32](=[O:37])[CH2:33]3)=[CH:6]2)=[CH:26][CH:27]=1, predict the reactants needed to synthesize it. The reactants are: F[C:2]1[CH:29]=[C:28]([F:30])[CH:27]=[CH:26][C:3]=1[CH2:4][N:5]1[C:9]2=[CH:10][N:11]=[C:12]([C:14]([O:16][CH3:17])=[O:15])[CH:13]=[C:8]2[C:7]([CH2:18]SC2C=CC=CC=2)=[CH:6]1.[NH:31]1[CH2:36][CH2:35][NH:34][CH2:33][C:32]1=[O:37].CCN(C(C)C)C(C)C.C(=O)(O)[O-].[Na+].